Dataset: Catalyst prediction with 721,799 reactions and 888 catalyst types from USPTO. Task: Predict which catalyst facilitates the given reaction. (1) Reactant: [N+:1]([O-:4])(O)=[O:2].[Cl:5][C:6]1[C:11]([Cl:12])=[CH:10][CH:9]=[CH:8][C:7]=1[S:13]([NH:16][C:17]1[C:22]([O:23][CH3:24])=[N:21][CH:20]=[CH:19][N:18]=1)(=[O:15])=[O:14]. Product: [Cl:5][C:6]1[C:11]([Cl:12])=[CH:10][CH:9]=[CH:8][C:7]=1[S:13]([NH:16][C:17]1[C:22]([O:23][CH3:24])=[N:21][C:20]([N+:1]([O-:4])=[O:2])=[CH:19][N:18]=1)(=[O:15])=[O:14]. The catalyst class is: 15. (2) Product: [Br:17][C:4]1[C:3]([O:2][CH3:1])=[CH:12][CH:11]=[C:10]2[C:5]=1[CH:6]=[CH:7][N:8]=[CH:9]2. The catalyst class is: 46. Reactant: [CH3:1][O:2][C:3]1[CH:4]=[C:5]2[C:10](=[CH:11][CH:12]=1)[CH:9]=[N:8][CH:7]=[CH:6]2.[Al+3].[Cl-].[Cl-].[Cl-].[Br:17]Br.C([O-])([O-])=O.[Na+].[Na+]. (3) Reactant: [H-].[Na+].[CH2:3]([C:5]1[N:6]([CH2:18][C:19]([CH3:22])([OH:21])[CH3:20])[C:7]2[C:16]3[CH:15]=[CH:14][CH:13]=[CH:12][C:11]=3[N:10]=[CH:9][C:8]=2[N:17]=1)[CH3:4].[CH:23]([S:25]([CH3:28])(=[O:27])=[O:26])=[CH2:24]. Product: [CH2:3]([C:5]1[N:6]([CH2:18][C:19]([CH3:22])([O:21][CH2:24][CH2:23][S:25]([CH3:28])(=[O:27])=[O:26])[CH3:20])[C:7]2[C:16]3[CH:15]=[CH:14][CH:13]=[CH:12][C:11]=3[N:10]=[CH:9][C:8]=2[N:17]=1)[CH3:4]. The catalyst class is: 30.